From a dataset of Forward reaction prediction with 1.9M reactions from USPTO patents (1976-2016). Predict the product of the given reaction. (1) Given the reactants [CH3:1][C:2]([C:5]1[C:10]([NH:11][C:12]([C:14]2[C:23](=[O:24])[C:22]3[CH:21]=[CH:20][CH:19]=[CH:18][C:17]=3[NH:16][CH:15]=2)=[O:13])=[CH:9][C:8]([OH:25])=[C:7]([C:26]([CH3:29])([CH3:28])[CH3:27])[CH:6]=1)([CH3:4])[CH3:3], predict the reaction product. The product is: [CH3:4][C:2]([C:5]1[C:10]([NH:11][C:12]([C:14]2[C:23](=[O:24])[C:22]3[CH:21]=[CH:20][CH:19]=[CH:18][C:17]=3[NH:16][CH:15]=2)=[O:13])=[CH:9][C:8]([OH:25])=[C:7]([C:26]([CH3:29])([CH3:28])[CH3:27])[CH:6]=1)([CH3:1])[CH3:3].[CH2:12]([OH:13])[CH2:14][CH2:23][CH3:22]. (2) Given the reactants Br[C:2]1[CH:3]=[N:4][CH:5]=[C:6]2[C:11]=1[N:10]=[C:9]([C:12]([NH2:14])=[O:13])[CH:8]=[CH:7]2.[CH3:15][N:16]1[CH:20]=[C:19](B2OC(C)(C)C(C)(C)O2)[CH:18]=[N:17]1.C(=O)([O-])[O-].[Cs+].[Cs+], predict the reaction product. The product is: [CH3:15][N:16]1[CH:20]=[C:19]([C:2]2[CH:3]=[N:4][CH:5]=[C:6]3[C:11]=2[N:10]=[C:9]([C:12]([NH2:14])=[O:13])[CH:8]=[CH:7]3)[CH:18]=[N:17]1. (3) Given the reactants Br[C:2]1[CH:3]=[CH:4][C:5]([C:8]([O:10][CH2:11][C:12]2[CH:17]=[CH:16][CH:15]=[CH:14][CH:13]=2)=[O:9])=[N:6][CH:7]=1.[Br-].[CH:19]1([Zn+])[CH2:21][CH2:20]1, predict the reaction product. The product is: [CH:19]1([C:2]2[CH:3]=[CH:4][C:5]([C:8]([O:10][CH2:11][C:12]3[CH:17]=[CH:16][CH:15]=[CH:14][CH:13]=3)=[O:9])=[N:6][CH:7]=2)[CH2:21][CH2:20]1. (4) Given the reactants [CH2:1]([O:8][C:9]1[CH:10]=[C:11]([CH:24]=O)[C:12]2[S:16][C:15]([NH:17][C:18]([NH:20][CH2:21][CH3:22])=[O:19])=[N:14][C:13]=2[CH:23]=1)[C:2]1[CH:7]=[CH:6][CH:5]=[CH:4][CH:3]=1.Cl.[O:27]([NH2:29])[CH3:28].CCN(C(C)C)C(C)C, predict the reaction product. The product is: [CH2:1]([O:8][C:9]1[CH:10]=[C:11](/[CH:24]=[N:29]/[O:27][CH3:28])[C:12]2[S:16][C:15]([NH:17][C:18]([NH:20][CH2:21][CH3:22])=[O:19])=[N:14][C:13]=2[CH:23]=1)[C:2]1[CH:3]=[CH:4][CH:5]=[CH:6][CH:7]=1. (5) Given the reactants C([Li])CCC.C(NC(C)C)(C)C.C([N-]C(C)C)(C)C.[Li+].[OH:21][C@@H:22]1[CH2:27][O:26][C:24](=[O:25])[CH2:23]1.[C:28]([O:31][C:32]([CH3:35])([CH3:34])[CH3:33])(=[O:30])[CH3:29].Cl, predict the reaction product. The product is: [C:32]([O:31][C:28](=[O:30])[CH2:29][C:24](=[O:25])[CH2:23][C@H:22]([OH:21])[CH2:27][OH:26])([CH3:35])([CH3:34])[CH3:33]. (6) The product is: [NH2:22][C:23]1[CH:28]=[CH:27][CH:26]=[CH:25][C:24]=1[NH:29][C:13](=[O:15])[CH2:12][CH2:11][CH2:10][S:9][CH2:1][CH2:2][C:3]1[CH:4]=[CH:5][CH:6]=[CH:7][CH:8]=1. Given the reactants [CH2:1]([S:9][CH2:10][CH2:11][CH2:12][C:13]([OH:15])=O)[CH2:2][C:3]1[CH:8]=[CH:7][CH:6]=[CH:5][CH:4]=1.C([O-])([O-])=O.[K+].[K+].[NH2:22][C:23]1[CH:28]=[CH:27][CH:26]=[CH:25][C:24]=1[NH:29]C(=O)OC(C)(C)C.CCN=C=NCCCN(C)C, predict the reaction product.